From a dataset of Catalyst prediction with 721,799 reactions and 888 catalyst types from USPTO. Predict which catalyst facilitates the given reaction. (1) Reactant: C(OC(=O)[NH:7][CH:8]1[CH2:13][CH2:12][CH2:11][N:10]([C:14]2[CH:19]=[C:18]([NH:20][CH2:21][CH2:22][C:23]3[CH:28]=[CH:27][C:26]([Cl:29])=[CH:25][C:24]=3[Cl:30])[N:17]=[C:16]([O:31][CH3:32])[N:15]=2)[CH2:9]1)(C)(C)C.FC(F)(F)C(O)=O. Product: [NH2:7][CH:8]1[CH2:13][CH2:12][CH2:11][N:10]([C:14]2[N:15]=[C:16]([O:31][CH3:32])[N:17]=[C:18]([NH:20][CH2:21][CH2:22][C:23]3[CH:28]=[CH:27][C:26]([Cl:29])=[CH:25][C:24]=3[Cl:30])[CH:19]=2)[CH2:9]1. The catalyst class is: 4. (2) Reactant: F[C:2]1[CH:7]=[CH:6][C:5]([C:8]2[O:9][C:10]([C:13]3[C:14]([C:19]4[CH:24]=[CH:23][CH:22]=[CH:21][CH:20]=4)=[N:15][O:16][C:17]=3[CH3:18])=[N:11][N:12]=2)=[CH:4][CH:3]=1.[NH:25]1[CH2:30][CH2:29][CH2:28][CH2:27][CH2:26]1. Product: [CH3:18][C:17]1[O:16][N:15]=[C:14]([C:19]2[CH:24]=[CH:23][CH:22]=[CH:21][CH:20]=2)[C:13]=1[C:10]1[O:9][C:8]([C:5]2[CH:6]=[CH:7][C:2]([N:25]3[CH2:30][CH2:29][CH2:28][CH2:27][CH2:26]3)=[CH:3][CH:4]=2)=[N:12][N:11]=1. The catalyst class is: 16. (3) The catalyst class is: 59. Reactant: [NH:1]([C:7]([O:9][CH2:10][CH:11]=[CH2:12])=[O:8])[C@H:2]([C:4]([OH:6])=O)[CH3:3].C1CCC(N=C=NC2CCCCC2)CC1.CCN(C(C)C)C(C)C.C(O)(C(F)(F)F)=O.[NH2:44][C@H:45]([C:53]([OH:55])=[O:54])[CH2:46][CH2:47][CH2:48][NH:49][C:50]([NH2:52])=[O:51].[CH:56]1[C:61]([C:62]([OH:64])=[O:63])=[CH:60][CH:59]=[C:58]([NH2:65])[CH:57]=1. Product: [NH:1]([C:7]([O:9][CH2:10][CH:11]=[CH2:12])=[O:8])[C@H:2]([C:4]([NH:44][C@H:45]([C:53]([OH:55])=[O:54])[CH2:46][CH2:47][CH2:48][NH:49][C:50]([NH2:52])=[O:51])=[O:6])[CH3:3].[CH:56]1[C:61]([C:62]([OH:64])=[O:63])=[CH:60][CH:59]=[C:58]([NH2:65])[CH:57]=1. (4) Reactant: C(O)(=O)C.[CH:5](=O)[C:6]1[CH:11]=[CH:10][C:9]([O:12][CH3:13])=[CH:8][CH:7]=1.[CH2:15]([CH2:17][NH2:18])[OH:16].C(O[BH-](OC(=O)C)OC(=O)C)(=O)C.[Na+]. Product: [CH3:13][O:12][C:9]1[CH:10]=[CH:11][C:6]([CH2:5][NH:18][CH2:17][CH2:15][OH:16])=[CH:7][CH:8]=1. The catalyst class is: 5. (5) Reactant: [CH3:1][C:2]([OH:8])([CH2:4][CH2:5][CH2:6][CH3:7])[CH3:3].[C:9](OC(=O)C)(=[O:11])[CH3:10].C([O-])(O)=O.[Na+]. Product: [C:9]([O:8][C:2]([CH3:3])([CH2:4][CH2:5][CH2:6][CH3:7])[CH3:1])(=[O:11])[CH3:10]. The catalyst class is: 377.